This data is from Catalyst prediction with 721,799 reactions and 888 catalyst types from USPTO. The task is: Predict which catalyst facilitates the given reaction. (1) Reactant: [Br:1][C:2]1[CH:7]=[CH:6][C:5]([N:8]([C:16]2[CH:21]=[CH:20][C:19]([C:22]#[N:23])=[C:18]([O:24][CH3:25])[N:17]=2)[C:9](=[O:15])[O:10][C:11]([CH3:14])([CH3:13])[CH3:12])=[CH:4][C:3]=1[CH2:26]Br.[C:28]([O-:31])(=[O:30])[CH3:29].[Na+]. Product: [C:28]([O:31][CH2:26][C:3]1[CH:4]=[C:5]([N:8]([C:9]([O:10][C:11]([CH3:12])([CH3:13])[CH3:14])=[O:15])[C:16]2[CH:21]=[CH:20][C:19]([C:22]#[N:23])=[C:18]([O:24][CH3:25])[N:17]=2)[CH:6]=[CH:7][C:2]=1[Br:1])(=[O:30])[CH3:29]. The catalyst class is: 9. (2) Reactant: [NH2:1][C:2]1[CH:3]=[C:4]([CH:11]=[CH:12][CH:13]=1)[CH2:5][NH:6][S:7]([CH3:10])(=[O:9])=[O:8].[Cl:14][C:15]1[CH:20]=[C:19](Cl)[N:18]=[CH:17][N:16]=1.C(N(CC)C(C)C)(C)C. Product: [Cl:14][C:15]1[N:16]=[CH:17][N:18]=[C:19]([NH:1][C:2]2[CH:3]=[C:4]([CH:11]=[CH:12][CH:13]=2)[CH2:5][NH:6][S:7]([CH3:10])(=[O:9])=[O:8])[CH:20]=1. The catalyst class is: 32. (3) Reactant: Cl[C:2]1[CH:7]=[N:6][CH:5]=[C:4]([O:8][C:9]2[CH:10]=[CH:11][CH:12]=[C:13]3[C:17]=2[C:16](=[O:18])[CH2:15][CH2:14]3)[N:3]=1.[CH3:19][O:20][C:21]1[CH:22]=[C:23]([CH:25]=[C:26]([O:30][CH3:31])[C:27]=1[O:28][CH3:29])[NH2:24]. Product: [CH3:31][O:30][C:26]1[CH:25]=[C:23]([NH:24][C:2]2[CH:7]=[N:6][CH:5]=[C:4]([O:8][C:9]3[CH:10]=[CH:11][CH:12]=[C:13]4[C:17]=3[C:16](=[O:18])[CH2:15][CH2:14]4)[N:3]=2)[CH:22]=[C:21]([O:20][CH3:19])[C:27]=1[O:28][CH3:29]. The catalyst class is: 25. (4) Reactant: Cl.Cl[CH2:3][CH2:4][N:5]1[CH2:10][CH2:9][CH2:8][CH2:7][CH2:6]1.NC(N)=[S:13].[OH-].[Na+]. Product: [N:5]1([CH2:4][CH2:3][SH:13])[CH2:10][CH2:9][CH2:8][CH2:7][CH2:6]1. The catalyst class is: 40.